Dataset: Reaction yield outcomes from USPTO patents with 853,638 reactions. Task: Predict the reaction yield, written as a fraction of the theoretical maximum amount of product (1.0 means a 100% yield; for example, 0.34 means a 34% yield). (1) The reactants are [C:1]([C:4]1[CH:9]=[CH:8][C:7]([B:10]([OH:12])[OH:11])=[CH:6][CH:5]=1)([OH:3])=O.C(Cl)(=O)C(Cl)=O.Cl.[NH2:20][CH2:21][C:22]#[N:23].CCN(C(C)C)C(C)C. The catalyst is CN(C=O)C.ClCCl. The product is [C:21]([CH2:22][NH:23][C:1]([C:4]1[CH:9]=[CH:8][C:7]([B:10]([OH:12])[OH:11])=[CH:6][CH:5]=1)=[O:3])#[N:20]. The yield is 0.870. (2) The reactants are [N+:1]([C:4]1[CH:5]=[N:6][CH:7]=[CH:8][C:9]=1[N:10]1[CH2:15][CH2:14][CH2:13][C@H:12]([NH:16][C:17](=[O:23])[O:18][C:19]([CH3:22])([CH3:21])[CH3:20])[CH2:11]1)([O-])=O.CC(O)=O.O. The catalyst is CCO.[Fe]. The product is [NH2:1][C:4]1[CH:5]=[N:6][CH:7]=[CH:8][C:9]=1[N:10]1[CH2:15][CH2:14][CH2:13][C@H:12]([NH:16][C:17](=[O:23])[O:18][C:19]([CH3:21])([CH3:20])[CH3:22])[CH2:11]1. The yield is 0.870. (3) The reactants are [Cl:1][C:2]1[C:3]([C:21]2[C:26]([CH3:27])=[CH:25][C:24]([CH3:28])=[CH:23][N:22]=2)=[CH:4][C:5]([N:8]2[CH2:13][CH2:12][N:11](C(OC(C)(C)C)=O)[CH2:10][CH2:9]2)=[N:6][CH:7]=1.C(O)(C(F)(F)F)=O.C(Cl)Cl.CO. The catalyst is C(Cl)Cl. The product is [Cl:1][C:2]1[C:3]([C:21]2[C:26]([CH3:27])=[CH:25][C:24]([CH3:28])=[CH:23][N:22]=2)=[CH:4][C:5]([N:8]2[CH2:13][CH2:12][NH:11][CH2:10][CH2:9]2)=[N:6][CH:7]=1. The yield is 0.970. (4) The reactants are C(OC[S:6]([C:9]1[CH:14]=[CH:13][C:12]([C:15]2[C:19]([C:20]3[CH:25]=[CH:24][CH:23]=[CH:22][CH:21]=3)=[CH:18][S:17][C:16]=2[C:26]([O:28][CH3:29])=[O:27])=[CH:11][C:10]=1[F:30])(=[O:8])=[O:7])(=O)C.C[O-].[Na+].C(OCC)(=O)C.Cl. The catalyst is O1CCCC1.CO. The product is [F:30][C:10]1[CH:11]=[C:12]([C:15]2[C:19]([C:20]3[CH:25]=[CH:24][CH:23]=[CH:22][CH:21]=3)=[CH:18][S:17][C:16]=2[C:26]([O:28][CH3:29])=[O:27])[CH:13]=[CH:14][C:9]=1[S:6]([OH:8])=[O:7]. The yield is 0.770. (5) The reactants are [CH3:1][O:2][C:3]1[CH:22]=[C:21]([O:23][CH3:24])[CH:20]=[C:19]([O:25][CH3:26])[C:4]=1[CH2:5][N:6]1[C:12](=[O:13])[C:11]2[CH:14]=[CH:15][CH:16]=[CH:17][C:10]=2[NH:9][C:8](=[O:18])[CH2:7]1.C(=O)([O-])[O-].[Cs+].[Cs+].[F:33][C:34]([F:38])([F:37])[CH2:35]I. The catalyst is CN(C=O)C.C(OCC)(=O)C.O. The product is [F:33][C:34]([F:38])([F:37])[CH2:35][N:9]1[C:10]2[CH:17]=[CH:16][CH:15]=[CH:14][C:11]=2[C:12](=[O:13])[N:6]([CH2:5][C:4]2[C:19]([O:25][CH3:26])=[CH:20][C:21]([O:23][CH3:24])=[CH:22][C:3]=2[O:2][CH3:1])[CH2:7][C:8]1=[O:18]. The yield is 0.350. (6) The reactants are [F:1][C:2]([F:7])([F:6])[C:3]([OH:5])=[O:4].[F:8][C:9]([F:14])([F:13])[C:10]([OH:12])=[O:11].F[C:16](F)(F)[C:17](O)=[O:18].[Cl:22][C:23]1[CH:24]=[N:25][C:26]2[NH:27][C:28]3[CH:29]=[N:30][CH:31]=[C:32]([CH:54]=3)[CH2:33][CH2:34][C:35]3[CH:43]=[C:39]([NH:40][C:41]=1[N:42]=2)[CH:38]=[CH:37][C:36]=3[NH:44][C:45](=[O:53])[CH2:46][C@@H:47]1[CH2:52][CH2:51][CH2:50][NH:49][CH2:48]1.C(Cl)(=O)C. No catalyst specified. The product is [F:1][C:2]([F:7])([F:6])[C:3]([OH:5])=[O:4].[F:8][C:9]([F:14])([F:13])[C:10]([OH:12])=[O:11].[C:17]([N:49]1[CH2:50][CH2:51][CH2:52][C@@H:47]([CH2:46][C:45]([NH:44][C:36]2[CH:37]=[CH:38][C:39]3[NH:40][C:41]4[N:42]=[C:26]([NH:27][C:28]5[CH:29]=[N:30][CH:31]=[C:32]([CH:54]=5)[CH2:33][CH2:34][C:35]=2[CH:43]=3)[N:25]=[CH:24][C:23]=4[Cl:22])=[O:53])[CH2:48]1)(=[O:18])[CH3:16]. The yield is 0.770. (7) The reactants are C(NC(C)C)(C)C.[Br:8][C:9]1[CH:13]=[C:12](Br)[S:11][C:10]=1[C:15]([O:17][CH3:18])=[O:16].[CH3:19][C:20]([CH3:24])([CH3:23])[C:21]#[CH:22].CC(C)C#C. The catalyst is O1CCOCC1.[Cu]I. The product is [Br:8][C:9]1[CH:13]=[C:12]([C:22]#[C:21][C:20]([CH3:24])([CH3:23])[CH3:19])[S:11][C:10]=1[C:15]([O:17][CH3:18])=[O:16]. The yield is 0.958. (8) The reactants are [CH2:1]([C:5]1[CH:6]=[CH:7][C:8]2[O:12][C:11]([C:13]3[CH:20]=[CH:19][C:16]([CH:17]=O)=[CH:15][CH:14]=3)=[CH:10][C:9]=2[CH:21]=1)[CH:2]([CH3:4])[CH3:3].C(O)(=O)C.[NH:26]1[CH2:31][CH2:30][CH:29]([C:32]([OH:34])=[O:33])[CH2:28][CH2:27]1.C([BH3-])#N.[Na+]. The catalyst is C(Cl)Cl.CO.CS(C)=O. The product is [CH2:1]([C:5]1[CH:6]=[CH:7][C:8]2[O:12][C:11]([C:13]3[CH:14]=[CH:15][C:16]([CH2:17][N:26]4[CH2:31][CH2:30][CH:29]([C:32]([OH:34])=[O:33])[CH2:28][CH2:27]4)=[CH:19][CH:20]=3)=[CH:10][C:9]=2[CH:21]=1)[CH:2]([CH3:4])[CH3:3]. The yield is 0.550. (9) The reactants are [Cl:1][C:2]1[CH:3]=[CH:4][C:5]2[N:11]([CH2:12][C:13]([CH3:17])([CH3:16])[CH2:14][OH:15])[C:10](=[O:18])[C@@H:9]([CH2:19][C:20](O)=[O:21])[O:8][C@H:7]([C:23]3[CH:28]=[CH:27][CH:26]=[C:25]([O:29][CH3:30])[C:24]=3[O:31][CH3:32])[C:6]=2[CH:33]=1.Cl.[NH2:35][CH2:36][CH2:37][CH2:38][C:39]([O:41][CH3:42])=[O:40].P(C#N)(OCC)(OCC)=O.C(N(CC)CC)C. The catalyst is CN(C)C=O.C(OCC)(=O)C. The product is [Cl:1][C:2]1[CH:3]=[CH:4][C:5]2[N:11]([CH2:12][C:13]([CH3:17])([CH3:16])[CH2:14][OH:15])[C:10](=[O:18])[C@@H:9]([CH2:19][C:20]([NH:35][CH2:36][CH2:37][CH2:38][C:39]([O:41][CH3:42])=[O:40])=[O:21])[O:8][C@H:7]([C:23]3[CH:28]=[CH:27][CH:26]=[C:25]([O:29][CH3:30])[C:24]=3[O:31][CH3:32])[C:6]=2[CH:33]=1. The yield is 0.660.